Task: Predict the reaction yield, written as a fraction of the theoretical maximum amount of product (1.0 means a 100% yield; for example, 0.34 means a 34% yield).. Dataset: Reaction yield outcomes from USPTO patents with 853,638 reactions The reactants are Cl[C:2]1[CH:3]=[C:4]([C:14]([NH:16][CH2:17][C:18]2[C:19](=[O:26])[NH:20][C:21]([CH3:25])=[CH:22][C:23]=2[CH3:24])=[O:15])[C:5]2[CH:10]=[N:9][N:8]([CH:11]([CH3:13])[CH3:12])[C:6]=2[N:7]=1.[NH2:27][CH2:28][CH2:29][N:30]([CH3:32])[CH3:31]. The catalyst is CN1C(=O)CCC1. The product is [CH3:31][N:30]([CH3:32])[CH2:29][CH2:28][NH:27][C:2]1[CH:3]=[C:4]([C:14]([NH:16][CH2:17][C:18]2[C:19](=[O:26])[NH:20][C:21]([CH3:25])=[CH:22][C:23]=2[CH3:24])=[O:15])[C:5]2[CH:10]=[N:9][N:8]([CH:11]([CH3:13])[CH3:12])[C:6]=2[N:7]=1. The yield is 0.650.